From a dataset of Reaction yield outcomes from USPTO patents with 853,638 reactions. Predict the reaction yield, written as a fraction of the theoretical maximum amount of product (1.0 means a 100% yield; for example, 0.34 means a 34% yield). (1) The reactants are [C:1](/[C:3](=[N:9]\O)/[C:4]([O:6][CH2:7][CH3:8])=[O:5])#[N:2].C([O-])(O)=O.[Na+].[O-]S(S([O-])=O)=O.[Na+].[Na+]. The catalyst is O. The product is [NH2:9][CH:3]([C:1]#[N:2])[C:4]([O:6][CH2:7][CH3:8])=[O:5]. The yield is 0.430. (2) The reactants are [C:1]1([C:7]2[CH:12]=[C:11]([CH:13]3[CH2:18][NH:17][S:16](=[O:20])(=[O:19])[NH:15][CH2:14]3)[CH:10]=[CH:9][C:8]=2[NH:21][C:22]([C:24]2[N:25](COCC[Si](C)(C)C)[CH:26]=[C:27]([C:29]#[N:30])[N:28]=2)=[O:23])[CH2:6][CH2:5][CH2:4][CH2:3][CH:2]=1.C(N)CN.[F-].C([N+](CCCC)(CCCC)CCCC)CCC. The catalyst is CN(C=O)C. The product is [C:1]1([C:7]2[CH:12]=[C:11]([CH:13]3[CH2:18][NH:17][S:16](=[O:19])(=[O:20])[NH:15][CH2:14]3)[CH:10]=[CH:9][C:8]=2[NH:21][C:22]([C:24]2[NH:25][CH:26]=[C:27]([C:29]#[N:30])[N:28]=2)=[O:23])[CH2:6][CH2:5][CH2:4][CH2:3][CH:2]=1. The yield is 0.680. (3) The reactants are [N:1]1[CH:6]=[CH:5][CH:4]=[CH:3][C:2]=1[CH2:7][CH2:8][C:9]1[CH:16]=[CH:15][C:12]([CH:13]=O)=[CH:11][CH:10]=1.[N+:17]([CH3:20])([O-:19])=[O:18].C([O-])(=O)C.[NH4+]. The catalyst is C(O)(=O)C. The product is [N:1]1[CH:6]=[CH:5][CH:4]=[CH:3][C:2]=1[CH2:7][CH2:8][C:9]1[CH:16]=[CH:15][C:12](/[CH:13]=[CH:20]/[N+:17]([O-:19])=[O:18])=[CH:11][CH:10]=1. The yield is 0.910. (4) The yield is 0.960. The reactants are C(OC(=O)[NH:7][CH2:8][C:9]1[NH:10][N:11]=[C:12]([C:14]2[O:18][C:17]([C:19]3[CH:24]=[CH:23][CH:22]=[CH:21][CH:20]=3)=[N:16][C:15]=2[CH3:25])[CH:13]=1)(C)(C)C.FC(F)(F)C(O)=O. The product is [CH3:25][C:15]1[N:16]=[C:17]([C:19]2[CH:24]=[CH:23][CH:22]=[CH:21][CH:20]=2)[O:18][C:14]=1[C:12]1[CH:13]=[C:9]([CH2:8][NH2:7])[NH:10][N:11]=1. The catalyst is C(Cl)Cl. (5) The reactants are [Cl:1][C:2]1[CH:7]=[CH:6][C:5]([N:8]2[CH2:13][CH2:12][CH:11]([C:14](=O)[CH2:15][N:16]3[C:20]([CH3:21])=[CH:19][C:18]([C:22]([F:25])([F:24])[F:23])=[N:17]3)[CH2:10][CH2:9]2)=[CH:4][C:3]=1[O:27][CH3:28].[NH3:29].[BH4-].[Na+].[NH4+].[OH-]. The product is [Cl:1][C:2]1[CH:7]=[CH:6][C:5]([N:8]2[CH2:13][CH2:12][CH:11]([CH:14]([NH2:29])[CH2:15][N:16]3[C:20]([CH3:21])=[CH:19][C:18]([C:22]([F:25])([F:24])[F:23])=[N:17]3)[CH2:10][CH2:9]2)=[CH:4][C:3]=1[O:27][CH3:28]. The yield is 0.519. The catalyst is CCO.C(Cl)Cl.CC(C)[O-].[Ti+4].CC(C)[O-].CC(C)[O-].CC(C)[O-].ClCCCl. (6) The reactants are [CH3:1][O:2][C:3]([C:5]1[CH:6]=[C:7]2[CH:13]=[CH:12][NH:11][C:8]2=[N:9][CH:10]=1)=[O:4].[F:14][C:15]1[C:20](C=O)=[C:19]([F:23])[CH:18]=[CH:17][C:16]=1[NH:24][S:25]([CH2:28][CH2:29][CH3:30])(=[O:27])=[O:26].[OH-:31].[K+].O.[CH3:34]O. No catalyst specified. The product is [CH3:1][O:2][C:3]([C:5]1[CH:6]=[C:7]2[C:13]([C:20]3[C:19]([F:23])=[CH:18][CH:17]=[C:16]([NH:24][S:25]([CH2:28][CH2:29][CH3:30])(=[O:26])=[O:27])[C:15]=3[F:14])=[C:12]([OH:31])[N:11]([CH3:34])[C:8]2=[N:9][CH:10]=1)=[O:4]. The yield is 0.280. (7) The reactants are [CH3:1][O:2][C:3]1[CH:4]=[C:5]2[C:10](=[CH:11][C:12]=1[O:13][CH3:14])[N:9]=[CH:8][N:7]=[C:6]2[O:15][C:16]1[CH:22]=[CH:21][C:19]([NH2:20])=[CH:18][CH:17]=1.Cl[C:24](Cl)([O:26][C:27](=[O:33])OC(Cl)(Cl)Cl)Cl.[CH2:35](O)[CH:36]=C.C(=O)(O)[O-].[Na+]. The catalyst is C(Cl)Cl.C(N(CC)CC)C.C1(C)C=CC=CC=1. The product is [CH3:1][O:2][C:3]1[CH:4]=[C:5]2[C:10](=[CH:11][C:12]=1[O:13][CH3:14])[N:9]=[CH:8][N:7]=[C:6]2[O:15][C:16]1[CH:22]=[CH:21][C:19]([NH:20][C:27](=[O:33])[O:26][CH2:24][CH:35]=[CH2:36])=[CH:18][CH:17]=1. The yield is 0.540. (8) The reactants are [C:1](=[O:8])([O:3][C:4]([CH3:7])([CH3:6])[CH3:5])[NH2:2].Cl[C:10]1[N:15]=[C:14]([O:16][C:17]2[C:26]3[C:21](=[CH:22][CH:23]=[CH:24][CH:25]=3)[C:20]([NH:27][C:28](=[O:34])[O:29][C:30]([CH3:33])([CH3:32])[CH3:31])=[CH:19][CH:18]=2)[CH:13]=[CH:12][N:11]=1.C([O-])([O-])=O.[Cs+].[Cs+].CC1(C)C2C(=C(P(C3C=CC=CC=3)C3C=CC=CC=3)C=CC=2)OC2C(P(C3C=CC=CC=3)C3C=CC=CC=3)=CC=CC1=2. The catalyst is C1COCC1.C1C=CC(/C=C/C(/C=C/C2C=CC=CC=2)=O)=CC=1.C1C=CC(/C=C/C(/C=C/C2C=CC=CC=2)=O)=CC=1.C1C=CC(/C=C/C(/C=C/C2C=CC=CC=2)=O)=CC=1.[Pd].[Pd]. The product is [C:30]([O:29][C:28]([NH:27][C:20]1[C:21]2[C:26](=[CH:25][CH:24]=[CH:23][CH:22]=2)[C:17]([O:16][C:14]2[CH:13]=[CH:12][N:11]=[C:10]([NH:2][C:1](=[O:8])[O:3][C:4]([CH3:7])([CH3:6])[CH3:5])[N:15]=2)=[CH:18][CH:19]=1)=[O:34])([CH3:33])([CH3:32])[CH3:31]. The yield is 0.530. (9) The reactants are [Cl:1][C:2]1[CH:8]=[C:7]([I:9])[CH:6]=[CH:5][C:3]=1[NH2:4].[C:10](OC(=O)C)(=[O:12])[CH3:11]. The catalyst is O1CCCC1. The product is [Cl:1][C:2]1[CH:8]=[C:7]([I:9])[CH:6]=[CH:5][C:3]=1[NH:4][C:10](=[O:12])[CH3:11]. The yield is 0.840. (10) The yield is 0.460. The product is [Br:9][CH2:1][C:2]1[S:3][CH:4]=[CH:5][C:6]=1[C:7]#[N:8]. The catalyst is C1C=CC=CC=1.CCOC(C)=O. The reactants are [CH3:1][C:2]1[S:3][CH:4]=[CH:5][C:6]=1[C:7]#[N:8].[Br:9]N1C(=O)CCC1=O.C(OOC(=O)C1C=CC=CC=1)(=O)C1C=CC=CC=1.